This data is from Forward reaction prediction with 1.9M reactions from USPTO patents (1976-2016). The task is: Predict the product of the given reaction. (1) The product is: [CH2:1]([N:8]1[CH2:17][CH2:16][C:15]2[N:14]=[C:13]([Cl:27])[CH:12]=[CH:11][C:10]=2[CH2:9]1)[C:2]1[CH:7]=[CH:6][CH:5]=[CH:4][CH:3]=1. Given the reactants [CH2:1]([N:8]1[CH2:17][CH2:16][C:15]2[NH:14][C:13](=O)[CH2:12][CH2:11][C:10]=2[CH2:9]1)[C:2]1[CH:7]=[CH:6][CH:5]=[CH:4][CH:3]=1.C1(Cl)C(=O)C([Cl:27])=C(Cl)C(=O)C=1Cl.P(Cl)(Cl)(Cl)=O, predict the reaction product. (2) Given the reactants C([O:3][C:4](=[O:25])[CH:5]([C:12]1[CH:17]=[CH:16][C:15]([S:18]([CH2:21][C:22](=[O:24])[CH3:23])(=[O:20])=[O:19])=[CH:14][CH:13]=1)[CH2:6][CH:7]1[CH2:11][CH2:10][CH2:9][CH2:8]1)C.[OH-].[Na+], predict the reaction product. The product is: [CH:7]1([CH2:6][CH:5]([C:12]2[CH:17]=[CH:16][C:15]([S:18]([CH2:21][C:22](=[O:24])[CH3:23])(=[O:19])=[O:20])=[CH:14][CH:13]=2)[C:4]([OH:25])=[O:3])[CH2:11][CH2:10][CH2:9][CH2:8]1. (3) Given the reactants [CH3:1][O:2][C:3]([CH:5]1[CH2:9][CH:8]([OH:10])[CH:7]([CH2:11][NH2:12])[CH2:6]1)=[O:4].C(N(C(C)C)C(C)C)C.F[P-](F)(F)(F)(F)F.N1(O[P+](N(C)C)(N(C)C)N(C)C)C2C=CC=CC=2N=N1.[Cl:49][C:50]1[S:54][C:53]([C:55](O)=[O:56])=[CH:52][CH:51]=1, predict the reaction product. The product is: [CH3:1][O:2][C:3]([CH:5]1[CH2:9][CH:8]([OH:10])[CH:7]([CH2:11][NH:12][C:55]([C:53]2[S:54][C:50]([Cl:49])=[CH:51][CH:52]=2)=[O:56])[CH2:6]1)=[O:4]. (4) Given the reactants [NH2:1][C:2]1[CH:7]=[CH:6][CH:5]=[CH:4][C:3]=1[NH:8][CH2:9][C:10]([CH3:21])([CH3:20])[CH2:11][NH:12][C:13](=[O:19])[O:14][C:15]([CH3:18])([CH3:17])[CH3:16].[C:22]1([CH2:28][O:29][C:30]([NH:32][CH2:33][C:34](NC2C=CC=CC=2NC2CCN(C(OC(C)(C)C)=O)CC2)=[O:35])=[O:31])[CH:27]=[CH:26][CH:25]=[CH:24][CH:23]=1, predict the reaction product. The product is: [CH3:20][C:10]([CH3:21])([CH2:9][NH:8][C:3]1[CH:4]=[CH:5][CH:6]=[CH:7][C:2]=1[NH:1][C:34](=[O:35])[CH2:33][NH:32][C:30]([O:29][CH2:28][C:22]1[CH:23]=[CH:24][CH:25]=[CH:26][CH:27]=1)=[O:31])[CH2:11][NH:12][C:13](=[O:19])[O:14][C:15]([CH3:16])([CH3:18])[CH3:17]. (5) Given the reactants [CH:1]1([S:4]([NH:7][C@@H:8]2[CH2:12][C@H:11]([C:13]([O:15][CH2:16][CH3:17])=[O:14])[C@H:10]([CH2:18][CH3:19])[CH2:9]2)(=[O:6])=[O:5])[CH2:3][CH2:2]1.NC1CC(C(OCC)=O)C(CC)C1.C1(S(Cl)(=O)=O)CC1, predict the reaction product. The product is: [CH:1]1([S:4]([NH:7][CH:8]2[CH2:12][CH:11]([C:13]([O:15][CH2:16][CH3:17])=[O:14])[CH:10]([CH2:18][CH3:19])[CH2:9]2)(=[O:6])=[O:5])[CH2:2][CH2:3]1.